Dataset: Full USPTO retrosynthesis dataset with 1.9M reactions from patents (1976-2016). Task: Predict the reactants needed to synthesize the given product. (1) Given the product [F:1][C:2]1[CH:7]=[C:6]([N:8]2[CH2:11][C:10]3([CH2:14][N:13]([S:51]([CH3:50])(=[O:53])=[O:52])[CH2:12]3)[CH2:9]2)[CH:5]=[CH:4][C:3]=1[C:15]1[C:20]([C:21]([F:23])([F:24])[F:22])=[CH:19][C:18]([F:25])=[C:17]([CH2:26][O:27][C:28]2[N:33]=[CH:32][C:31]3[C@@H:34]4[C@@H:37]([C:38]([O:40][CH2:41][CH3:42])=[O:39])[C@@H:35]4[CH2:36][C:30]=3[CH:29]=2)[CH:16]=1, predict the reactants needed to synthesize it. The reactants are: [F:1][C:2]1[CH:7]=[C:6]([N:8]2[CH2:11][C:10]3([CH2:14][NH:13][CH2:12]3)[CH2:9]2)[CH:5]=[CH:4][C:3]=1[C:15]1[C:20]([C:21]([F:24])([F:23])[F:22])=[CH:19][C:18]([F:25])=[C:17]([CH2:26][O:27][C:28]2[N:33]=[CH:32][C:31]3[C@@H:34]4[C@@H:37]([C:38]([O:40][CH2:41][CH3:42])=[O:39])[C@@H:35]4[CH2:36][C:30]=3[CH:29]=2)[CH:16]=1.CCN(CC)CC.[CH3:50][S:51](Cl)(=[O:53])=[O:52].O. (2) Given the product [CH3:14][S:15]([C:2]1[CH:3]=[CH:4][C:5]2[O:10][CH2:9][C@H:8]([CH2:11][OH:12])[O:7][C:6]=2[CH:13]=1)(=[O:17])=[O:16], predict the reactants needed to synthesize it. The reactants are: Br[C:2]1[CH:3]=[CH:4][C:5]2[O:10][CH2:9][C@H:8]([CH2:11][OH:12])[O:7][C:6]=2[CH:13]=1.[CH3:14][S:15]([O-:17])=[O:16].[Na+].N1CCC[C@H]1C(O)=O.[OH-].[Na+]. (3) The reactants are: [CH3:1][C:2]([S:29]([CH3:32])(=[O:31])=[O:30])([CH2:13][CH2:14][N:15]1[CH:20]=[CH:19][C:18]([C:21]2[CH:26]=[CH:25][CH:24]=[CH:23][CH:22]=2)=[C:17]([CH3:27])[C:16]1=[O:28])[C:3]([NH:5][O:6]C1CCCCO1)=[O:4].Cl.CO. Given the product [OH:6][NH:5][C:3](=[O:4])[C:2]([CH3:1])([S:29]([CH3:32])(=[O:31])=[O:30])[CH2:13][CH2:14][N:15]1[CH:20]=[CH:19][C:18]([C:21]2[CH:22]=[CH:23][CH:24]=[CH:25][CH:26]=2)=[C:17]([CH3:27])[C:16]1=[O:28], predict the reactants needed to synthesize it.